Task: Predict the reaction yield, written as a fraction of the theoretical maximum amount of product (1.0 means a 100% yield; for example, 0.34 means a 34% yield).. Dataset: Reaction yield outcomes from USPTO patents with 853,638 reactions (1) The yield is 0.660. The reactants are Br[C:2]([F:9])([F:8])[C:3]([O:5][CH2:6][CH3:7])=[O:4].[CH3:10][C:11]([S:14]([NH2:16])=[O:15])([CH3:13])[CH3:12].[CH2:17](O)[CH3:18]. The product is [CH2:6]([O:5][C:3](=[O:4])[C:2]([F:9])([F:8])[CH:17]([NH:16][S@@:14]([C:11]([CH3:13])([CH3:12])[CH3:10])=[O:15])[CH3:18])[CH3:7]. The catalyst is O1CCCC1.[Zn]. (2) The product is [CH:1]1([CH2:6][CH:7]([C:18]2[NH:28][C:21]3=[N:22][CH:23]=[C:24]([CH2:26][OH:27])[CH:25]=[C:20]3[CH:19]=2)[C:8]2[CH:13]=[CH:12][C:11]([S:14]([CH3:17])(=[O:16])=[O:15])=[CH:10][CH:9]=2)[CH2:5][CH2:4][CH2:3][CH2:2]1. The reactants are [CH:1]1([CH2:6][CH:7]([C:18]2[NH:28][C:21]3=[N:22][CH:23]=[C:24]([CH:26]=[O:27])[CH:25]=[C:20]3[CH:19]=2)[C:8]2[CH:13]=[CH:12][C:11]([S:14]([CH3:17])(=[O:16])=[O:15])=[CH:10][CH:9]=2)[CH2:5][CH2:4][CH2:3][CH2:2]1.[BH4-].[Na+]. The yield is 0.810. The catalyst is CO. (3) The reactants are Br[C:2]1[N:6]2[CH:7]=[C:8]([F:12])[C:9]([CH3:11])=[N:10][C:5]2=[N:4][CH:3]=1.[F:13][C:14]1[CH:19]=[CH:18][C:17](B2OC(C)(C)C(C)(C)O2)=[CH:16][C:15]=1[C:29]1[C:30]([C:35]#[N:36])=[CH:31][CH:32]=[CH:33][CH:34]=1. No catalyst specified. The product is [F:13][C:14]1[CH:19]=[CH:18][C:17]([C:2]2[N:6]3[CH:7]=[C:8]([F:12])[C:9]([CH3:11])=[N:10][C:5]3=[N:4][CH:3]=2)=[CH:16][C:15]=1[C:29]1[C:30]([C:35]#[N:36])=[CH:31][CH:32]=[CH:33][CH:34]=1. The yield is 0.580. (4) The reactants are [CH2:1]([C:5]1[C:9](/[CH:10]=[CH:11]/[C:12]2[S:13][C:14]([C:18]([OH:20])=O)=[C:15]([CH3:17])[N:16]=2)=[C:8]([CH3:21])[O:7][N:6]=1)[CH2:2][CH2:3][CH3:4].[NH2:22][N:23]1[CH2:28][CH2:27][O:26][CH2:25][CH2:24]1. No catalyst specified. The product is [N:23]1([NH:22][C:18]([C:14]2[S:13][C:12](/[CH:11]=[CH:10]/[C:9]3[C:5]([CH2:1][CH2:2][CH2:3][CH3:4])=[N:6][O:7][C:8]=3[CH3:21])=[N:16][C:15]=2[CH3:17])=[O:20])[CH2:28][CH2:27][O:26][CH2:25][CH2:24]1. The yield is 0.370. (5) The reactants are [CH:1]([C:4]1[O:8][N:7]=[C:6]([C:9]([OH:11])=O)[CH:5]=1)([CH3:3])[CH3:2].C(Cl)(=O)C(Cl)=O.[NH2:18][C:19]1[C:24]([Cl:25])=[C:23]([O:26][CH3:27])[CH:22]=[CH:21][C:20]=1[C:28](=[O:30])[CH3:29].C([O-])(O)=O.[Na+]. The catalyst is C(Cl)Cl.O1CCOCC1.CN(C=O)C. The product is [C:28]([C:20]1[C:19]([NH:18][C:9]([C:6]2[CH:5]=[C:4]([CH:1]([CH3:2])[CH3:3])[O:8][N:7]=2)=[O:11])=[C:24]([Cl:25])[C:23]([O:26][CH3:27])=[CH:22][CH:21]=1)(=[O:30])[CH3:29]. The yield is 0.600. (6) The reactants are Cl[C:2]1[N:7]=[CH:6][C:5]([S:8]([N:11]([CH:20]2[CH2:24][CH2:23][CH2:22][CH2:21]2)[CH2:12][CH:13]2[CH2:17][O:16][C:15]([CH3:19])([CH3:18])[O:14]2)(=[O:10])=[O:9])=[CH:4][CH:3]=1.O.[NH2:26][NH2:27]. No catalyst specified. The product is [CH:20]1([N:11]([CH2:12][CH:13]2[CH2:17][O:16][C:15]([CH3:19])([CH3:18])[O:14]2)[S:8]([C:5]2[CH:6]=[N:7][C:2]([NH:26][NH2:27])=[CH:3][CH:4]=2)(=[O:10])=[O:9])[CH2:24][CH2:23][CH2:22][CH2:21]1. The yield is 0.990. (7) The catalyst is CN(C=O)C. The product is [C:1]([C:5]1[CH:9]=[C:8]([NH:10][C:11]([NH:13][C:14]2[C:23]3[C:18](=[CH:19][CH:20]=[CH:21][CH:22]=3)[C:17]([O:24][CH2:25][CH2:26][N:47]3[CH:48]=[C:44]([N+:41]([O-:43])=[O:42])[N:45]=[CH:46]3)=[CH:16][CH:15]=2)=[O:12])[N:7]([C:28]2[CH:33]=[CH:32][C:31]([CH3:34])=[CH:30][CH:29]=2)[N:6]=1)([CH3:4])([CH3:3])[CH3:2]. The reactants are [C:1]([C:5]1[CH:9]=[C:8]([NH:10][C:11]([NH:13][C:14]2[C:23]3[C:18](=[CH:19][CH:20]=[CH:21][CH:22]=3)[C:17]([O:24][CH2:25][CH2:26]I)=[CH:16][CH:15]=2)=[O:12])[N:7]([C:28]2[CH:33]=[CH:32][C:31]([CH3:34])=[CH:30][CH:29]=2)[N:6]=1)([CH3:4])([CH3:3])[CH3:2].C(=O)([O-])[O-].[K+].[K+].[N+:41]([C:44]1[N:45]=[CH:46][NH:47][CH:48]=1)([O-:43])=[O:42].O. The yield is 0.600.